This data is from Forward reaction prediction with 1.9M reactions from USPTO patents (1976-2016). The task is: Predict the product of the given reaction. (1) Given the reactants C[O:2][C:3]([C:5]1([CH3:16])[CH2:8][N:7]([C:9]([O:11][C:12]([CH3:15])([CH3:14])[CH3:13])=[O:10])[CH2:6]1)=O.[BH4-].[Li+], predict the reaction product. The product is: [C:12]([O:11][C:9]([N:7]1[CH2:8][C:5]([CH2:3][OH:2])([CH3:16])[CH2:6]1)=[O:10])([CH3:15])([CH3:14])[CH3:13]. (2) Given the reactants [Br:1][C:2]1[C:3]2[N:4]([C:12]([C:15]([OH:17])=O)=[CH:13][N:14]=2)[CH:5]=[C:6]([C:8]([F:11])([F:10])[F:9])[CH:7]=1.CN(C(ON1N=NC2C=CC=NC1=2)=[N+](C)C)C.F[P-](F)(F)(F)(F)F.Cl.[CH:43]12[NH:50][CH:47]([CH2:48][CH2:49]1)[CH2:46][O:45][CH2:44]2.C(=O)(O)[O-].[Na+], predict the reaction product. The product is: [CH:47]12[N:50]([C:15]([C:12]3[N:4]4[CH:5]=[C:6]([C:8]([F:9])([F:10])[F:11])[CH:7]=[C:2]([Br:1])[C:3]4=[N:14][CH:13]=3)=[O:17])[CH:43]([CH2:49][CH2:48]1)[CH2:44][O:45][CH2:46]2. (3) Given the reactants C([O:5][C:6](=[O:28])[CH2:7][O:8][C:9]1[CH:17]=[C:16]2[C:12]([CH:13]=[C:14]([C:19]([O:21][CH2:22][CH3:23])=[O:20])[N:15]2[CH3:18])=[C:11]([C:24]([F:27])([F:26])[F:25])[CH:10]=1)(C)(C)C.S(=O)(=O)(O)O, predict the reaction product. The product is: [CH2:22]([O:21][C:19]([C:14]1[N:15]([CH3:18])[C:16]2[C:12]([CH:13]=1)=[C:11]([C:24]([F:25])([F:27])[F:26])[CH:10]=[C:9]([O:8][CH2:7][C:6]([OH:28])=[O:5])[CH:17]=2)=[O:20])[CH3:23]. (4) Given the reactants C(N(CCCC)C(C1N=C(C2C=CC(C(OC)=O)=CC=2C(N2CCC3C(=CC=CC=3)C2)=O)NC=1)=O)CCC.[CH2:39]([N:43]([CH2:79][CH2:80][CH2:81][CH3:82])[C:44]([C:46]1[N:47]=[C:48]([C:59]2[CH:68]=[CH:67][C:62]([C:63]([O:65][CH3:66])=[O:64])=[CH:61][C:60]=2[C:69]([O:71][CH2:72][C:73]2[CH:78]=[CH:77][CH:76]=[CH:75][CH:74]=2)=[O:70])[N:49](COCC[Si](C)(C)C)[CH:50]=1)=[O:45])[CH2:40][CH2:41][CH3:42], predict the reaction product. The product is: [CH2:79]([N:43]([CH2:39][CH2:40][CH2:41][CH3:42])[C:44]([C:46]1[N:47]=[C:48]([C:59]2[CH:68]=[CH:67][C:62]([C:63]([O:65][CH3:66])=[O:64])=[CH:61][C:60]=2[C:69]([O:71][CH2:72][C:73]2[CH:74]=[CH:75][CH:76]=[CH:77][CH:78]=2)=[O:70])[NH:49][CH:50]=1)=[O:45])[CH2:80][CH2:81][CH3:82]. (5) Given the reactants [CH3:1][O:2][C:3]1[CH:4]=[C:5]([CH:28]=[CH:29][C:30]=1[O:31][CH3:32])[CH2:6][N:7]1[C:16](=[O:17])[C:15]2[C:10](=[CH:11][CH:12]=[C:13]([OH:18])[CH:14]=2)[N:9]([CH:19]2[CH2:24][CH2:23][S:22](=[O:26])(=[O:25])[CH2:21][CH2:20]2)[C:8]1=[O:27].Br[CH2:34][C:35]#[N:36].C([O-])([O-])=O.[Cs+].[Cs+], predict the reaction product. The product is: [CH3:1][O:2][C:3]1[CH:4]=[C:5]([CH:28]=[CH:29][C:30]=1[O:31][CH3:32])[CH2:6][N:7]1[C:16](=[O:17])[C:15]2[C:10](=[CH:11][CH:12]=[C:13]([O:18][CH2:34][C:35]#[N:36])[CH:14]=2)[N:9]([CH:19]2[CH2:20][CH2:21][S:22](=[O:26])(=[O:25])[CH2:23][CH2:24]2)[C:8]1=[O:27].